Dataset: Full USPTO retrosynthesis dataset with 1.9M reactions from patents (1976-2016). Task: Predict the reactants needed to synthesize the given product. (1) Given the product [Cl:13][C:14]1[N:15]=[C:16]([O:9][C:5]2[C:4]([CH3:10])=[CH:3][C:2]([NH2:1])=[C:7]([CH3:8])[CH:6]=2)[CH:17]=[C:18]([CH3:21])[N:19]=1, predict the reactants needed to synthesize it. The reactants are: [NH2:1][C:2]1[C:7]([CH3:8])=[CH:6][C:5]([OH:9])=[C:4]([CH3:10])[CH:3]=1.[OH-].[Na+].[Cl:13][C:14]1[N:19]=[C:18](Cl)[CH:17]=[CH:16][N:15]=1.[CH3:21]C(C)=O. (2) Given the product [Br:1][C:2]1[CH:9]=[C:8]([CH3:10])[CH:7]=[C:6]([F:11])[C:3]=1[C:4]#[N:49], predict the reactants needed to synthesize it. The reactants are: [Br:1][C:2]1[CH:9]=[C:8]([CH3:10])[CH:7]=[C:6]([F:11])[C:3]=1[CH:4]=O.S([O-])(OCCCCCCCCCCCC)(=O)=O.[Na+].C(OI(C1C=CC=CC=1)OC(=O)C)(=O)C.C([O-])(=O)C.[NH4+:49].